Dataset: Merck oncology drug combination screen with 23,052 pairs across 39 cell lines. Task: Regression. Given two drug SMILES strings and cell line genomic features, predict the synergy score measuring deviation from expected non-interaction effect. (1) Drug 1: CCC1(O)CC2CN(CCc3c([nH]c4ccccc34)C(C(=O)OC)(c3cc4c(cc3OC)N(C)C3C(O)(C(=O)OC)C(OC(C)=O)C5(CC)C=CCN6CCC43C65)C2)C1. Drug 2: CNC(=O)c1cc(Oc2ccc(NC(=O)Nc3ccc(Cl)c(C(F)(F)F)c3)cc2)ccn1. Cell line: NCIH1650. Synergy scores: synergy=11.1. (2) Synergy scores: synergy=9.07. Cell line: OV90. Drug 2: CNC(=O)c1cc(Oc2ccc(NC(=O)Nc3ccc(Cl)c(C(F)(F)F)c3)cc2)ccn1. Drug 1: Cn1c(=O)n(-c2ccc(C(C)(C)C#N)cc2)c2c3cc(-c4cnc5ccccc5c4)ccc3ncc21. (3) Drug 1: CCC1(O)CC2CN(CCc3c([nH]c4ccccc34)C(C(=O)OC)(c3cc4c(cc3OC)N(C)C3C(O)(C(=O)OC)C(OC(C)=O)C5(CC)C=CCN6CCC43C65)C2)C1. Drug 2: CS(=O)(=O)CCNCc1ccc(-c2ccc3ncnc(Nc4ccc(OCc5cccc(F)c5)c(Cl)c4)c3c2)o1. Cell line: A375. Synergy scores: synergy=22.8. (4) Drug 1: Cn1nnc2c(C(N)=O)ncn2c1=O. Drug 2: O=C(O)C1(Cc2cccc(Nc3nccs3)n2)CCC(Oc2cccc(Cl)c2F)CC1. Cell line: EFM192B. Synergy scores: synergy=-17.2. (5) Synergy scores: synergy=17.7. Drug 2: Cn1c(=O)n(-c2ccc(C(C)(C)C#N)cc2)c2c3cc(-c4cnc5ccccc5c4)ccc3ncc21. Drug 1: CN1C(=O)C=CC2(C)C3CCC4(C)C(NC(=O)OCC(F)(F)F)CCC4C3CCC12. Cell line: MSTO.